Dataset: Full USPTO retrosynthesis dataset with 1.9M reactions from patents (1976-2016). Task: Predict the reactants needed to synthesize the given product. (1) Given the product [Br:34][C:35]1[CH:40]=[CH:39][C:38]([O:14][CH2:13][CH2:12][CH:10]2[CH2:9][CH:8]([O:7][CH:2]3[CH2:3][CH2:4][CH2:5][CH2:6][O:1]3)[CH2:11]2)=[CH:37][CH:36]=1, predict the reactants needed to synthesize it. The reactants are: [O:1]1[CH2:6][CH2:5][CH2:4][CH2:3][CH:2]1[O:7][CH:8]1[CH2:11][CH:10]([CH2:12][CH2:13][OH:14])[CH2:9]1.C1(P(C2C=CC=CC=2)C2C=CC=CC=2)C=CC=CC=1.[Br:34][C:35]1[CH:40]=[CH:39][C:38](O)=[CH:37][CH:36]=1.CCOC(/N=N/C(OCC)=O)=O. (2) Given the product [F:1][C:2]1[CH:11]=[C:10]([C:12]2[N:17]=[C:16]3[N:18]([CH2:21][C:22]4[CH:23]=[C:24]5[C:29](=[CH:30][CH:31]=4)[N:28]=[CH:27][CH:26]=[CH:25]5)[N:19]=[N:20][C:15]3=[CH:14][CH:13]=2)[CH:9]=[CH:8][C:3]=1[O:39][CH3:38], predict the reactants needed to synthesize it. The reactants are: [F:1][C:2]1[CH:11]=[C:10]([C:12]2[N:17]=[C:16]3[N:18]([CH2:21][C:22]4[CH:23]=[C:24]5[C:29](=[CH:30][CH:31]=4)[N:28]=[CH:27][CH:26]=[CH:25]5)[N:19]=[N:20][C:15]3=[CH:14][CH:13]=2)[CH:9]=[CH:8][C:3]=1C(NC)=O.FC1C=C(B(O)O)C=C[C:38]=1[O:39]C.C(=O)([O-])[O-].[K+].[K+].O1CCOCC1. (3) Given the product [C:19]1([NH:18][C:17]([CH:13]2[CH2:14][CH2:15][CH2:16][NH:11][CH2:12]2)=[O:25])[CH:20]=[CH:21][CH:22]=[CH:23][CH:24]=1, predict the reactants needed to synthesize it. The reactants are: C(OC([N:11]1[CH2:16][CH2:15][CH2:14][C@H:13]([C:17](=[O:25])[NH:18][C:19]2[CH:24]=[CH:23][CH:22]=[CH:21][CH:20]=2)[CH2:12]1)=O)C1C=CC=CC=1.[H][H]. (4) Given the product [Br:51][C:52]1[CH:64]=[CH:63][C:55]([O:56][C:57]([CH3:62])([CH3:61])[C:58]([NH:23][C:6]2[CH:7]=[CH:2][CH:3]=[CH:4][C:5]=2[CH:8]([CH:12]([C:17]([O:19][CH3:20])=[O:18])[C:13]([O:15][CH3:16])=[O:14])[C:9]#[C:10][CH3:11])=[O:59])=[C:54]([Cl:65])[CH:53]=1, predict the reactants needed to synthesize it. The reactants are: N[C:2]1[CH:7]=[CH:6][C:5]([CH:8]([CH:12]([C:17]([O:19][CH3:20])=[O:18])[C:13]([O:15][CH3:16])=[O:14])[C:9]#[C:10][CH3:11])=[CH:4][CH:3]=1.C([N:23]1CCOCC1)C.C1C=C2N=NN(O)C2=CC=1.O.CCN=C=NCCCN(C)C.[Br:51][C:52]1[CH:64]=[CH:63][C:55]([O:56][C:57]([CH3:62])([CH3:61])[C:58](O)=[O:59])=[C:54]([Cl:65])[CH:53]=1. (5) Given the product [Cl:1][C:2]1[C:3]([NH:15][CH2:16][C@H:17]2[CH2:22][CH2:24][CH2:23][NH:18]2)=[N:4][C:5]([NH:8][C:9]2[CH:10]=[N:11][N:12]([CH2:14][C:33]([NH:35][CH3:36])=[O:34])[CH:13]=2)=[N:6][CH:7]=1, predict the reactants needed to synthesize it. The reactants are: [Cl:1][C:2]1[C:3]([NH:15][CH2:16][C@H:17]2[CH2:22]CCC[N:18]2[C:23](=O)[CH3:24])=[N:4][C:5]([NH:8][C:9]2[CH:10]=[N:11][N:12]([CH3:14])[CH:13]=2)=[N:6][CH:7]=1.NC1C=NN(C[C:33]([NH:35][CH3:36])=[O:34])C=1.Cl.O1CCOCC1. (6) Given the product [Cl:23][C:24]1[CH:33]=[C:32]([Cl:34])[CH:31]=[CH:30][C:25]=1[C:20](=[O:22])[CH2:19][C:16]1[CH:15]=[CH:14][C:13]([O:12][CH3:11])=[CH:18][CH:17]=1, predict the reactants needed to synthesize it. The reactants are: [Na].C[Si](C)(C)N[Si](C)(C)C.[CH3:11][O:12][C:13]1[CH:18]=[CH:17][C:16]([CH2:19][C:20]([OH:22])=O)=[CH:15][CH:14]=1.[Cl:23][C:24]1[CH:33]=[C:32]([Cl:34])[CH:31]=[CH:30][C:25]=1C(OC)=O.Cl. (7) The reactants are: [H-].[Na+].[I-].[CH3:4][S+](C)(C)=O.[CH2:9]([O:16][C:17]([N:19]1[CH2:24][CH2:23][C:22](=[O:25])[CH2:21][CH2:20]1)=[O:18])[C:10]1[CH:15]=[CH:14][CH:13]=[CH:12][CH:11]=1. Given the product [CH2:9]([O:16][C:17]([N:19]1[CH2:24][CH2:23][C:22]2([O:25][CH2:4]2)[CH2:21][CH2:20]1)=[O:18])[C:10]1[CH:15]=[CH:14][CH:13]=[CH:12][CH:11]=1, predict the reactants needed to synthesize it. (8) The reactants are: [NH2:1][C@@H:2]1[CH2:6][CH2:5][N:4](C(OC(C)(C)C)=O)[CH2:3]1.[Cl:14][C:15]1[CH:16]=[C:17]2[C:21](=[CH:22][CH:23]=1)[NH:20][C:19]([C:24](O)=[O:25])=[CH:18]2.N. Given the product [Cl:14][C:15]1[CH:16]=[C:17]2[C:21](=[CH:22][CH:23]=1)[NH:20][C:19]([C:24]([NH:1][C@@H:2]1[CH2:6][CH2:5][NH:4][CH2:3]1)=[O:25])=[CH:18]2, predict the reactants needed to synthesize it.